Predict the product of the given reaction. From a dataset of Forward reaction prediction with 1.9M reactions from USPTO patents (1976-2016). (1) Given the reactants [CH2:1]([NH:5][C:6](=[O:33])[C:7]([NH:9][CH2:10][CH2:11][CH2:12][CH2:13][CH2:14][O:15][Si](C(C)(C)C)(C1C=CC=CC=1)C1C=CC=CC=1)=[O:8])[CH2:2][CH2:3][CH3:4], predict the reaction product. The product is: [CH2:1]([NH:5][C:6](=[O:33])[C:7]([NH:9][CH2:10][CH2:11][CH2:12][CH2:13][CH2:14][OH:15])=[O:8])[CH2:2][CH2:3][CH3:4]. (2) Given the reactants [Cl:1][C:2]1[N:3]=[C:4]([N:14]2[CH2:19][CH2:18][O:17][CH2:16][CH2:15]2)[C:5]2[S:10][C:9]([CH2:11][NH:12][CH3:13])=[CH:8][C:6]=2[N:7]=1.[CH3:20][S:21](Cl)(=[O:23])=[O:22].C(N(CC)CC)C, predict the reaction product. The product is: [Cl:1][C:2]1[N:3]=[C:4]([N:14]2[CH2:19][CH2:18][O:17][CH2:16][CH2:15]2)[C:5]2[S:10][C:9]([CH2:11][N:12]([CH3:13])[S:21]([CH3:20])(=[O:23])=[O:22])=[CH:8][C:6]=2[N:7]=1. (3) Given the reactants [CH:1]1([OH:8])[CH2:6][CH2:5][CH2:4]C(O)C1.[N:9]1(CCO)CC[O:12][CH2:11][CH2:10]1.CC(O)CCC(O)C.CC(CCC)(CO)CO, predict the reaction product. The product is: [OH:12][CH2:11][CH2:10][N:9]1[CH2:4][CH2:5][CH2:6][C:1]1=[O:8]. (4) Given the reactants [F:1][C:2]([F:41])([F:40])[C:3]1[CH:4]=[C:5]([C@@H:13]([N:15]([CH3:39])[C:16]([N:18]2[CH2:30][CH2:29][C@:21]3([NH:25][C@@H:24]([C:26]([NH2:28])=[O:27])[CH2:23][CH2:22]3)[CH2:20][C@@H:19]2[C:31]2[CH:36]=[CH:35][C:34]([F:37])=[CH:33][C:32]=2[CH3:38])=[O:17])[CH3:14])[CH:6]=[C:7]([C:9]([F:12])([F:11])[F:10])[CH:8]=1.[ClH:42], predict the reaction product. The product is: [ClH:42].[F:41][C:2]([F:1])([F:40])[C:3]1[CH:4]=[C:5]([C@@H:13]([N:15]([CH3:39])[C:16]([N:18]2[CH2:30][CH2:29][C@:21]3([NH:25][C@@H:24]([C:26]([NH2:28])=[O:27])[CH2:23][CH2:22]3)[CH2:20][C@@H:19]2[C:31]2[CH:36]=[CH:35][C:34]([F:37])=[CH:33][C:32]=2[CH3:38])=[O:17])[CH3:14])[CH:6]=[C:7]([C:9]([F:10])([F:11])[F:12])[CH:8]=1. (5) Given the reactants [CH3:1][N:2]1[C:10]2[C:5](=[CH:6][CH:7]=[CH:8][CH:9]=2)[C:4]([C:11](=[O:19])[CH2:12][C:13]2[CH:14]=[N:15][CH:16]=[CH:17][CH:18]=2)=[CH:3]1.[Br-].[Br-].[Br-].[NH+]1C=CC=CC=1.[NH+]1C=CC=CC=1.[NH+]1C=CC=CC=1.[CH3:41][O:42][C:43]1[CH:44]=[C:45]([CH:47]=[C:48]([O:50][CH3:51])[CH:49]=1)[NH2:46], predict the reaction product. The product is: [CH3:51][O:50][C:48]1[CH:47]=[C:45]([NH:46][CH:12]([C:13]2[CH:14]=[N:15][CH:16]=[CH:17][CH:18]=2)[C:11]([C:4]2[C:5]3[C:10](=[CH:9][CH:8]=[CH:7][CH:6]=3)[N:2]([CH3:1])[CH:3]=2)=[O:19])[CH:44]=[C:43]([O:42][CH3:41])[CH:49]=1. (6) Given the reactants [F:1][C:2]1[CH:7]=[CH:6][C:5]([F:8])=[CH:4][C:3]=1[CH:9]([S:30]([C:33]1[CH:38]=[CH:37][C:36]([F:39])=[CH:35][CH:34]=1)(=[O:32])=[O:31])[C:10]1[C:11]([CH3:29])=[CH:12][C:13]([C:16]([NH:18][CH2:19][CH2:20][NH:21][C:22](=[O:28])[O:23][C:24](C)(C)C)=[O:17])=[N:14][CH:15]=1.ClC(OC)=O.C(N(CC)CC)C, predict the reaction product. The product is: [F:1][C:2]1[CH:7]=[CH:6][C:5]([F:8])=[CH:4][C:3]=1[CH:9]([S:30]([C:33]1[CH:38]=[CH:37][C:36]([F:39])=[CH:35][CH:34]=1)(=[O:32])=[O:31])[C:10]1[C:11]([CH3:29])=[CH:12][C:13]([C:16]([NH:18][CH2:19][CH2:20][NH:21][C:22](=[O:28])[O:23][CH3:24])=[O:17])=[N:14][CH:15]=1.